Dataset: Catalyst prediction with 721,799 reactions and 888 catalyst types from USPTO. Task: Predict which catalyst facilitates the given reaction. (1) Reactant: B.CSC.[C:5]([O:9][C:10]([N:12]([CH2:19][C:20]1[CH:27]=[CH:26][C:23]([C:24]#[N:25])=[CH:22][CH:21]=1)[CH:13]1[CH2:18][CH2:17][CH2:16][CH2:15][CH2:14]1)=[O:11])([CH3:8])([CH3:7])[CH3:6].OS([O-])(=O)=O.[K+].[OH-].[Na+]. Product: [C:5]([O:9][C:10]([N:12]([CH2:19][C:20]1[CH:21]=[CH:22][C:23]([CH2:24][NH2:25])=[CH:26][CH:27]=1)[CH:13]1[CH2:18][CH2:17][CH2:16][CH2:15][CH2:14]1)=[O:11])([CH3:8])([CH3:6])[CH3:7]. The catalyst class is: 36. (2) Product: [NH2:31][C:29]1[C:28]2[NH:32][CH:33]=[C:34]([CH2:15][N:4]3[CH2:5][C@H:6]([CH2:7][S:8][C:9]4[CH:14]=[CH:13][CH:12]=[CH:11][N:10]=4)[C@@H:2]([OH:1])[CH2:3]3)[C:27]=2[N:26]=[CH:25][N:30]=1. The catalyst class is: 5. Reactant: [OH:1][C@@H:2]1[C@@H:6]([CH2:7][S:8][C:9]2[CH:14]=[CH:13][CH:12]=[CH:11][N:10]=2)[CH2:5][N:4]([C:15](OC(C)(C)C)=O)[CH2:3]1.Cl.C=O.[CH:25]1[N:26]=[C:27]2[CH2:34][CH:33]=[N:32][C:28]2=[C:29]([NH2:31])[N:30]=1. (3) Reactant: [CH2:1]([N:8]1[CH2:13][C@H:12]([CH3:14])[NH:11][CH2:10][C@H:9]1[CH3:15])[C:2]1[CH:7]=[CH:6][CH:5]=[CH:4][CH:3]=1.CN(C)C.[C:20]([O:24][C:25](=O)[O:26]C(C)(C)C)([CH3:23])([CH3:22])[CH3:21].O. Product: [CH2:1]([N:8]1[C@@H:9]([CH3:15])[CH2:10][N:11]([C:25]([O:24][C:20]([CH3:23])([CH3:22])[CH3:21])=[O:26])[C@H:12]([CH3:14])[CH2:13]1)[C:2]1[CH:7]=[CH:6][CH:5]=[CH:4][CH:3]=1. The catalyst class is: 7. (4) Reactant: Br[C:2]1[CH:3]=[N:4][C:5]2[C:10]([CH:11]=1)=[CH:9][CH:8]=[CH:7][N:6]=2.[Cl:12][C:13]1[C:18]([NH:19][S:20]([C:23]2[CH:28]=[CH:27][C:26]([F:29])=[CH:25][CH:24]=2)(=[O:22])=[O:21])=[CH:17][C:16](C2OC3(C)C(C)(C3)O2)=[CH:15][N:14]=1.C(=O)([O-])[O-].[Na+].[Na+].O1CCOCC1. Product: [Cl:12][C:13]1[C:18]([NH:19][S:20]([C:23]2[CH:28]=[CH:27][C:26]([F:29])=[CH:25][CH:24]=2)(=[O:22])=[O:21])=[CH:17][C:16]([C:2]2[CH:3]=[N:4][C:5]3[C:10]([CH:11]=2)=[CH:9][CH:8]=[CH:7][N:6]=3)=[CH:15][N:14]=1. The catalyst class is: 257.